This data is from Reaction yield outcomes from USPTO patents with 853,638 reactions. The task is: Predict the reaction yield, written as a fraction of the theoretical maximum amount of product (1.0 means a 100% yield; for example, 0.34 means a 34% yield). (1) The reactants are Cl[C:2]1[CH:12]=[C:11]([NH:13][C:14]2[CH:19]=[CH:18][C:17]([I:20])=[CH:16][C:15]=2[F:21])[C:5]([C:6]([O:8][CH2:9][CH3:10])=[O:7])=[CH:4][N:3]=1.[OH2:22]. The catalyst is C(O)(=O)C. The product is [F:21][C:15]1[CH:16]=[C:17]([I:20])[CH:18]=[CH:19][C:14]=1[NH:13][C:11]1[C:5]([C:6]([O:8][CH2:9][CH3:10])=[O:7])=[CH:4][NH:3][C:2](=[O:22])[CH:12]=1. The yield is 0.590. (2) The reactants are [CH2:1]([O:3][C:4](=[O:23])[CH2:5][N:6]1[C:14]2[C:9](=[CH:10][C:11]([O:15]CC3C=CC=CC=3)=[CH:12][CH:13]=2)[CH:8]=[CH:7]1)[CH3:2].C(O)(=O)C.[H][H]. The catalyst is CCO.[Pd]. The product is [CH2:1]([O:3][C:4](=[O:23])[CH2:5][N:6]1[C:14]2[C:9](=[CH:10][C:11]([OH:15])=[CH:12][CH:13]=2)[CH:8]=[CH:7]1)[CH3:2]. The yield is 0.980. (3) The reactants are [CH2:1]([C@@:4]1([C:20]2[CH:25]=[CH:24][C:23]([F:26])=[CH:22][CH:21]=2)[O:9][C:8](=[O:10])[N:7]([C@H:11]([C:13]2[CH:18]=[CH:17][C:16](Br)=[CH:15][CH:14]=2)[CH3:12])[CH2:6][CH2:5]1)[CH:2]=[CH2:3].[B:27]1([B:27]2[O:31][C:30]([CH3:33])([CH3:32])[C:29]([CH3:35])([CH3:34])[O:28]2)[O:31][C:30]([CH3:33])([CH3:32])[C:29]([CH3:35])([CH3:34])[O:28]1.CC([O-])=O.[K+].C(Cl)Cl. The catalyst is CS(C)=O.C1C=CC(P(C2C=CC=CC=2)[C-]2C=CC=C2)=CC=1.C1C=CC(P(C2C=CC=CC=2)[C-]2C=CC=C2)=CC=1.Cl[Pd]Cl.[Fe+2]. The product is [CH2:1]([C@@:4]1([C:20]2[CH:25]=[CH:24][C:23]([F:26])=[CH:22][CH:21]=2)[O:9][C:8](=[O:10])[N:7]([C@H:11]([C:13]2[CH:18]=[CH:17][C:16]([B:27]3[O:31][C:30]([CH3:33])([CH3:32])[C:29]([CH3:35])([CH3:34])[O:28]3)=[CH:15][CH:14]=2)[CH3:12])[CH2:6][CH2:5]1)[CH:2]=[CH2:3]. The yield is 0.870.